This data is from Catalyst prediction with 721,799 reactions and 888 catalyst types from USPTO. The task is: Predict which catalyst facilitates the given reaction. (1) Reactant: C1C2C(COC([NH:18][C@@H:19]([CH2:41][S:42][CH2:43][C@H:44]([O:59][CH2:60][CH2:61][CH2:62][CH2:63][CH2:64][CH2:65][CH2:66][CH2:67][CH2:68][CH2:69][CH2:70][CH3:71])[CH2:45][O:46][CH2:47][CH2:48][CH2:49][CH2:50][CH2:51][CH2:52][CH2:53][CH2:54][CH2:55][CH2:56][CH2:57][CH3:58])[C:20](=[O:40])[NH:21][CH2:22][CH2:23][O:24][CH2:25][CH2:26][O:27][CH2:28][CH2:29][O:30][CH2:31][CH2:32][C:33]([O:35][C:36]([CH3:39])([CH3:38])[CH3:37])=[O:34])=O)C3C(=CC=CC=3)C=2C=CC=1.N1CCCCC1. Product: [NH2:18][C@@H:19]([CH2:41][S:42][CH2:43][C@H:44]([O:59][CH2:60][CH2:61][CH2:62][CH2:63][CH2:64][CH2:65][CH2:66][CH2:67][CH2:68][CH2:69][CH2:70][CH3:71])[CH2:45][O:46][CH2:47][CH2:48][CH2:49][CH2:50][CH2:51][CH2:52][CH2:53][CH2:54][CH2:55][CH2:56][CH2:57][CH3:58])[C:20](=[O:40])[NH:21][CH2:22][CH2:23][O:24][CH2:25][CH2:26][O:27][CH2:28][CH2:29][O:30][CH2:31][CH2:32][C:33]([O:35][C:36]([CH3:37])([CH3:38])[CH3:39])=[O:34]. The catalyst class is: 118. (2) Reactant: [S:1](Cl)([C:4]1[CH:10]=[CH:9][C:7]([CH3:8])=[CH:6][CH:5]=1)(=[O:3])=[O:2].[C:12]([O:16][C:17](=[O:25])[NH:18][CH2:19][CH2:20][O:21][CH2:22][CH2:23][OH:24])([CH3:15])([CH3:14])[CH3:13]. Product: [CH3:8][C:7]1[CH:9]=[CH:10][C:4]([S:1]([O:24][CH2:23][CH2:22][O:21][CH2:20][CH2:19][NH:18][C:17]([O:16][C:12]([CH3:15])([CH3:14])[CH3:13])=[O:25])(=[O:3])=[O:2])=[CH:5][CH:6]=1. The catalyst class is: 79.